From a dataset of NCI-60 drug combinations with 297,098 pairs across 59 cell lines. Regression. Given two drug SMILES strings and cell line genomic features, predict the synergy score measuring deviation from expected non-interaction effect. (1) Drug 1: C1=CC(=CC=C1CCCC(=O)O)N(CCCl)CCCl. Drug 2: CC1=C(C=C(C=C1)NC(=O)C2=CC=C(C=C2)CN3CCN(CC3)C)NC4=NC=CC(=N4)C5=CN=CC=C5. Cell line: UACC62. Synergy scores: CSS=24.3, Synergy_ZIP=-9.87, Synergy_Bliss=-5.62, Synergy_Loewe=-7.37, Synergy_HSA=-5.68. (2) Drug 1: CN1C2=C(C=C(C=C2)N(CCCl)CCCl)N=C1CCCC(=O)O.Cl. Drug 2: CC1=C(C(=O)C2=C(C1=O)N3CC4C(C3(C2COC(=O)N)OC)N4)N. Cell line: UACC62. Synergy scores: CSS=24.3, Synergy_ZIP=-1.43, Synergy_Bliss=-1.78, Synergy_Loewe=-33.1, Synergy_HSA=-1.37. (3) Drug 1: CC1C(C(CC(O1)OC2CC(OC(C2O)C)OC3=CC4=CC5=C(C(=O)C(C(C5)C(C(=O)C(C(C)O)O)OC)OC6CC(C(C(O6)C)O)OC7CC(C(C(O7)C)O)OC8CC(C(C(O8)C)O)(C)O)C(=C4C(=C3C)O)O)O)O. Drug 2: C1CC(=O)NC(=O)C1N2C(=O)C3=CC=CC=C3C2=O. Cell line: HT29. Synergy scores: CSS=51.1, Synergy_ZIP=-1.89, Synergy_Bliss=-6.60, Synergy_Loewe=-50.7, Synergy_HSA=-6.01. (4) Drug 1: C(CN)CNCCSP(=O)(O)O. Drug 2: COCCOC1=C(C=C2C(=C1)C(=NC=N2)NC3=CC=CC(=C3)C#C)OCCOC.Cl. Cell line: ACHN. Synergy scores: CSS=22.7, Synergy_ZIP=0.827, Synergy_Bliss=-1.20, Synergy_Loewe=-20.3, Synergy_HSA=-1.08. (5) Cell line: 786-0. Synergy scores: CSS=-2.21, Synergy_ZIP=3.87, Synergy_Bliss=-5.87, Synergy_Loewe=-12.7, Synergy_HSA=-7.33. Drug 2: C1=CC=C(C=C1)NC(=O)CCCCCCC(=O)NO. Drug 1: CC1=CC2C(CCC3(C2CCC3(C(=O)C)OC(=O)C)C)C4(C1=CC(=O)CC4)C.